The task is: Predict the product of the given reaction.. This data is from Forward reaction prediction with 1.9M reactions from USPTO patents (1976-2016). (1) Given the reactants [Cl:1][C:2]1[C:3]2[C:10]([I:11])=[CH:9][NH:8][C:4]=2[N:5]=[CH:6][N:7]=1.[C:12]1(B(O)O)[CH:17]=[CH:16][CH:15]=[CH:14][CH:13]=1.N1C=CC=CC=1.N, predict the reaction product. The product is: [Cl:1][C:2]1[C:3]2[C:10]([I:11])=[CH:9][N:8]([C:12]3[CH:17]=[CH:16][CH:15]=[CH:14][CH:13]=3)[C:4]=2[N:5]=[CH:6][N:7]=1. (2) Given the reactants [O:1]([C:8]1[CH:9]=[C:10]([CH2:14]O)[CH:11]=[CH:12][CH:13]=1)[C:2]1[CH:7]=[CH:6][CH:5]=[CH:4][CH:3]=1.S(Cl)([Cl:18])=O.CN(C=O)C, predict the reaction product. The product is: [Cl:18][CH2:14][C:10]1[CH:11]=[CH:12][CH:13]=[C:8]([O:1][C:2]2[CH:7]=[CH:6][CH:5]=[CH:4][CH:3]=2)[CH:9]=1. (3) Given the reactants [CH2:1](O[C@H](CCCCCCCCCC(C)C)CC(OC[C:1]([C:2]1[CH:7]=[CH:6][C:5](Br)=[CH:4][CH:3]=1)=O)=O)[C:2]1[CH:7]=[CH:6][CH:5]=[CH:4][CH:3]=1.[OH:36][C@H:37]([CH2:52][CH2:53][CH2:54][CH2:55][CH2:56][CH2:57][CH2:58][CH2:59][CH2:60][CH2:61][CH2:62][CH:63]([CH3:65])[CH3:64])[CH2:38][C:39]([O:41][CH2:42][C:43]([C:45]1[CH:50]=[CH:49][C:48]([Br:51])=[CH:47][CH:46]=1)=[O:44])=[O:40], predict the reaction product. The product is: [CH2:1]([O:36][C@H:37]([CH2:52][CH2:53][CH2:54][CH2:55][CH2:56][CH2:57][CH2:58][CH2:59][CH2:60][CH2:61][CH2:62][CH:63]([CH3:65])[CH3:64])[CH2:38][C:39]([O:41][CH2:42][C:43]([C:45]1[CH:46]=[CH:47][C:48]([Br:51])=[CH:49][CH:50]=1)=[O:44])=[O:40])[C:2]1[CH:7]=[CH:6][CH:5]=[CH:4][CH:3]=1.